This data is from Forward reaction prediction with 1.9M reactions from USPTO patents (1976-2016). The task is: Predict the product of the given reaction. (1) Given the reactants Br[C:2]1[CH:3]=[C:4]2[C:9](=[CH:10][CH:11]=1)[CH:8]=[C:7]([S:12]([C:15]1[CH:20]=[CH:19][CH:18]=[CH:17][C:16]=1[C@@H:21]([OH:23])[CH3:22])(=[O:14])=[O:13])[CH:6]=[CH:5]2.C([O-])(=O)C.[K+].[B:29]1([B:29]2[O:33][C:32]([CH3:35])([CH3:34])[C:31]([CH3:37])([CH3:36])[O:30]2)[O:33][C:32]([CH3:35])([CH3:34])[C:31]([CH3:37])([CH3:36])[O:30]1.ClCCl, predict the reaction product. The product is: [CH3:36][C:31]1([CH3:37])[C:32]([CH3:35])([CH3:34])[O:33][B:29]([C:2]2[CH:3]=[C:4]3[C:9](=[CH:10][CH:11]=2)[CH:8]=[C:7]([S:12]([C:15]2[CH:20]=[CH:19][CH:18]=[CH:17][C:16]=2[C@@H:21]([OH:23])[CH3:22])(=[O:14])=[O:13])[CH:6]=[CH:5]3)[O:30]1. (2) Given the reactants Cl[C:2]1[N:7]=[C:6]([C:8]2[S:12][C:11]([CH:13]([CH3:15])[CH3:14])=[N:10][C:9]=2[C:16]2[CH:17]=[CH:18][C:19]([F:33])=[C:20]([NH:22][S:23]([C:26]3[CH:31]=[CH:30][CH:29]=[C:28]([F:32])[CH:27]=3)(=[O:25])=[O:24])[CH:21]=2)[CH:5]=[CH:4][N:3]=1.[NH3:34], predict the reaction product. The product is: [NH2:34][C:2]1[N:7]=[C:6]([C:8]2[S:12][C:11]([CH:13]([CH3:15])[CH3:14])=[N:10][C:9]=2[C:16]2[CH:17]=[CH:18][C:19]([F:33])=[C:20]([NH:22][S:23]([C:26]3[CH:31]=[CH:30][CH:29]=[C:28]([F:32])[CH:27]=3)(=[O:25])=[O:24])[CH:21]=2)[CH:5]=[CH:4][N:3]=1. (3) The product is: [Cl:20][C:13]1[C:14]([F:19])=[CH:15][CH:16]=[C:17]([Cl:18])[C:12]=1[CH:10]([O:9][C:4]1[C:5]([NH2:8])=[N:6][CH:7]=[C:2]([C:25]2[CH:26]=[CH:27][C:22]([P:33]([CH3:34])([CH3:32])=[O:35])=[CH:23][C:24]=2[F:31])[CH:3]=1)[CH3:11]. Given the reactants Br[C:2]1[CH:3]=[C:4]([O:9][CH:10]([C:12]2[C:17]([Cl:18])=[CH:16][CH:15]=[C:14]([F:19])[C:13]=2[Cl:20])[CH3:11])[C:5]([NH2:8])=[N:6][CH:7]=1.Br[C:22]1[CH:27]=[CH:26][C:25](B(O)O)=[C:24]([F:31])[CH:23]=1.[CH3:32][PH:33](=[O:35])[CH3:34], predict the reaction product.